This data is from TCR-epitope binding with 47,182 pairs between 192 epitopes and 23,139 TCRs. The task is: Binary Classification. Given a T-cell receptor sequence (or CDR3 region) and an epitope sequence, predict whether binding occurs between them. (1) The epitope is LLMPILTLT. The TCR CDR3 sequence is CASSQGQYSHEQYF. Result: 0 (the TCR does not bind to the epitope). (2) The TCR CDR3 sequence is CASNHLRLAGETQYF. Result: 1 (the TCR binds to the epitope). The epitope is EILDITPCSF. (3) The epitope is KLWAQCVQL. The TCR CDR3 sequence is CASSLDRGPLYEQYF. Result: 1 (the TCR binds to the epitope). (4) The epitope is FLNGSCGSV. The TCR CDR3 sequence is CASSFLAGVGYNEQFF. Result: 0 (the TCR does not bind to the epitope). (5) The epitope is SLFNTVATLY. The TCR CDR3 sequence is CASSQAEQNYNEQFF. Result: 0 (the TCR does not bind to the epitope). (6) The epitope is EEHVQIHTI. The TCR CDR3 sequence is CASRTGNTEAFF. Result: 0 (the TCR does not bind to the epitope).